The task is: Predict which catalyst facilitates the given reaction.. This data is from Catalyst prediction with 721,799 reactions and 888 catalyst types from USPTO. (1) Reactant: C(O)(C(F)(F)F)=O.[Cl:8][C:9]1[CH:10]=[CH:11][C:12]([NH:27][C:28]2[C:36]3[C:31](=[CH:32][N:33]=[CH:34][CH:35]=3)[O:30][C:29]=2[C:37]2[N:42]=[CH:41][CH:40]=[CH:39][N:38]=2)=[C:13]2[C:17]=1[N:16](C(OC(C)(C)C)=O)[N:15]=[C:14]2[CH2:25][CH3:26]. Product: [Cl:8][C:9]1[C:17]2[NH:16][N:15]=[C:14]([CH2:25][CH3:26])[C:13]=2[C:12]([NH:27][C:28]2[C:36]3[C:31](=[CH:32][N:33]=[CH:34][CH:35]=3)[O:30][C:29]=2[C:37]2[N:38]=[CH:39][CH:40]=[CH:41][N:42]=2)=[CH:11][CH:10]=1. The catalyst class is: 4. (2) Reactant: [C:1]1([C:7]2[CH:8]=[C:9]3[N:15]=[C:14]([CH2:16][CH2:17][CH:18]4[N:24]=[C:23]([NH2:25])[CH2:22][CH2:21][CH2:20][CH2:19]4)[NH:13][C:10]3=[N:11][CH:12]=2)[CH:6]=[CH:5][CH:4]=[CH:3][CH:2]=1.[CH2:26]([N:28]1[CH2:33][CH2:32][N:31]([S:34](C2C=CC(C3C=C4N=C(CCC5NC(=S)CCCC5)NC4=NC=3)=CC=2)(=[O:36])=[O:35])[CH2:30][CH2:29]1)[CH3:27].N. Product: [CH2:26]([N:28]1[CH2:33][CH2:32][N:31]([S:34]([C:4]2[CH:3]=[CH:2][C:1]([C:7]3[CH:8]=[C:9]4[N:15]=[C:14]([CH2:16][CH2:17][CH:18]5[N:24]=[C:23]([NH2:25])[CH2:22][CH2:21][CH2:20][CH2:19]5)[NH:13][C:10]4=[N:11][CH:12]=3)=[CH:6][CH:5]=2)(=[O:35])=[O:36])[CH2:30][CH2:29]1)[CH3:27]. The catalyst class is: 5. (3) Reactant: C([O:3][C:4]([C:6]1([S:20]([C:23]2[CH:28]=[CH:27][C:26]([O:29][CH2:30][C:31]#[C:32][CH2:33][N:34]3[CH2:39][CH2:38][O:37][CH2:36][CH2:35]3)=[CH:25][CH:24]=2)(=[O:22])=[O:21])[CH2:11][CH2:10][N:9]([CH2:12][C:13]2[CH:18]=[CH:17][C:16]([Br:19])=[CH:15][CH:14]=2)[CH2:8][CH2:7]1)=[O:5])C. Product: [Br:19][C:16]1[CH:15]=[CH:14][C:13]([CH2:12][N:9]2[CH2:8][CH2:7][C:6]([S:20]([C:23]3[CH:28]=[CH:27][C:26]([O:29][CH2:30][C:31]#[C:32][CH2:33][N:34]4[CH2:39][CH2:38][O:37][CH2:36][CH2:35]4)=[CH:25][CH:24]=3)(=[O:22])=[O:21])([C:4]([OH:5])=[O:3])[CH2:11][CH2:10]2)=[CH:18][CH:17]=1. The catalyst class is: 702. (4) Reactant: [C:1]([C:3]1[C:4]([CH3:16])=[CH:5][C:6]([C:11]([O:13]CC)=[O:12])=[N:7][C:8]=1[O:9][CH3:10])#[N:2].[OH-].[Na+].CO. Product: [C:1]([C:3]1[C:4]([CH3:16])=[CH:5][C:6]([C:11]([OH:13])=[O:12])=[N:7][C:8]=1[O:9][CH3:10])#[N:2]. The catalyst class is: 7. (5) Reactant: C(=O)([O-])[O-].[K+].[K+].[OH:7][CH2:8][CH2:9][N:10]1[CH2:15][CH2:14][NH:13][CH2:12][CH2:11]1.Br[CH2:17][C:18]([NH:20][C:21]1[C:26]([CH:27]([CH3:29])[CH3:28])=[CH:25][C:24]([OH:30])=[CH:23][C:22]=1[CH:31]([CH3:33])[CH3:32])=[O:19]. Product: [OH:7][CH2:8][CH2:9][N:10]1[CH2:15][CH2:14][N:13]([CH2:17][C:18]([NH:20][C:21]2[C:26]([CH:27]([CH3:29])[CH3:28])=[CH:25][C:24]([OH:30])=[CH:23][C:22]=2[CH:31]([CH3:33])[CH3:32])=[O:19])[CH2:12][CH2:11]1. The catalyst class is: 47. (6) Reactant: [NH2:1][C:2]1[C:7]([C:8]2[N:12]([C:13]3[CH:18]=[CH:17][C:16]([OH:19])=[C:15]([F:20])[C:14]=3[F:21])[N:11]=[N:10][N:9]=2)=[CH:6][C:5]([Br:22])=[CH:4][N:3]=1.C1(P(C2C=CC=CC=2)C2C=CC=CC=2)C=CC=CC=1.[O:42]1[CH2:46][CH2:45][C@H:44](O)[CH2:43]1. Product: [O:42]1[CH2:46][CH2:45][C@@H:44]([O:19][C:16]2[CH:17]=[CH:18][C:13]([N:12]3[C:8]([C:7]4[C:2]([NH2:1])=[N:3][CH:4]=[C:5]([Br:22])[CH:6]=4)=[N:9][N:10]=[N:11]3)=[C:14]([F:21])[C:15]=2[F:20])[CH2:43]1. The catalyst class is: 1.